From a dataset of Forward reaction prediction with 1.9M reactions from USPTO patents (1976-2016). Predict the product of the given reaction. (1) Given the reactants C[O:2][C:3]1[CH:4]=[C:5]2[C:18](=[CH:19][CH:20]=1)[C:17]1[C:12](=[CH:13][C:14]3[C:15](=[C:21]4[C:26]([CH:27]=3)=[CH:25][C:24]([N:28]([C:36]3[CH:37]=[C:38]([CH3:42])[CH:39]=[CH:40][CH:41]=3)[C:29]3[CH:30]=[C:31]([CH3:35])[CH:32]=[CH:33][CH:34]=3)=[CH:23][C:22]34[C:54]4[CH:53]=[CH:52][CH:51]=[CH:50][C:49]=4[C:48]4[C:43]3=[CH:44][CH:45]=[CH:46][CH:47]=4)[CH:16]=1)[C:11]1[C:6]2=[CH:7][CH:8]=[CH:9][CH:10]=1.Cl.N1C=CC=CC=1, predict the reaction product. The product is: [C:38]1([CH3:42])[CH:39]=[CH:40][CH:41]=[C:36]([N:28]([C:29]2[CH:30]=[C:31]([CH3:35])[CH:32]=[CH:33][CH:34]=2)[C:24]2[CH:25]=[C:26]3[C:21]([C:22]4([C:54]5[CH:53]=[CH:52][CH:51]=[CH:50][C:49]=5[C:48]5[C:43]4=[CH:44][CH:45]=[CH:46][CH:47]=5)[CH:23]=2)=[C:15]2[C:14]([CH:13]=[C:12]4[C:17](=[CH:16]2)[C:18]2[CH:19]=[CH:20][C:3]([OH:2])=[CH:4][C:5]=2[C:6]2[CH:7]=[CH:8][CH:9]=[CH:10][C:11]4=2)=[CH:27]3)[CH:37]=1. (2) Given the reactants [F:1][C:2]1[C:7]([F:8])=[CH:6][CH:5]=[CH:4][C:3]=1[C@@H:9]1[CH2:19][CH2:18][C@@H:17]([OH:20])[C:12]2=[N:13][CH:14]=[CH:15][N:16]=[C:11]2[C@H:10]1[NH:21][C:22](=[O:28])[O:23][C:24]([CH3:27])([CH3:26])[CH3:25].N1([C:34]([N:36]2[CH2:41][CH2:40][CH:39]([N:42]3[C:50]4[C:45](=[N:46][CH:47]=[CH:48][CH:49]=4)[NH:44][C:43]3=[O:51])[CH2:38][CH2:37]2)=[O:35])C=CN=C1.[Na+].[I-], predict the reaction product. The product is: [O:51]=[C:43]1[NH:44][C:45]2=[N:46][CH:47]=[CH:48][CH:49]=[C:50]2[N:42]1[CH:39]1[CH2:38][CH2:37][N:36]([C:34]([O:20][C@H:17]2[C:12]3[C:11](=[N:16][CH:15]=[CH:14][N:13]=3)[C@@H:10]([NH:21][C:22]([O:23][C:24]([CH3:25])([CH3:27])[CH3:26])=[O:28])[C@H:9]([C:3]3[CH:4]=[CH:5][CH:6]=[C:7]([F:8])[C:2]=3[F:1])[CH2:19][CH2:18]2)=[O:35])[CH2:41][CH2:40]1. (3) Given the reactants [C:14]1(P([C:14]2[CH:19]=[CH:18][CH:17]=[CH:16][CH:15]=2)[C:14]2[CH:19]=[CH:18][CH:17]=[CH:16][CH:15]=2)[CH:19]=[CH:18][CH:17]=[CH:16][CH:15]=1.C(=[C:22]([O:29]NC(O)C)[C:23]1[CH:28]=[CH:27][CH:26]=[CH:25][CH:24]=1)=O.CC[O:36][C:37](/[N:39]=N/C(OCC)=O)=O.O1CCCCC1[N:52]1[C:60]2[C:55](=[CH:56][C:57]([C:61]3[N:65]=[CH:64][N:63](C(C4C=CC=CC=4)(C4C=CC=CC=4)C4C=CC=CC=4)[N:62]=3)=[CH:58][CH:59]=2)[C:54](C2C=C(O)C=CC=2)=[N:53]1.Cl.[O:93]1[CH2:97][CH2:96]CC1, predict the reaction product. The product is: [NH:62]1[C:61]([C:57]2[CH:56]=[C:55]3[C:60](=[CH:59][CH:58]=2)[NH:52][N:53]=[C:54]3[C:18]2[CH:19]=[C:14]([CH:15]=[CH:16][CH:17]=2)[O:93][CH2:97][CH2:96][NH:39][C:37]([O:29][CH2:22][C:23]2[CH:24]=[CH:25][CH:26]=[CH:27][CH:28]=2)=[O:36])=[N:65][CH:64]=[N:63]1.